Dataset: NCI-60 drug combinations with 297,098 pairs across 59 cell lines. Task: Regression. Given two drug SMILES strings and cell line genomic features, predict the synergy score measuring deviation from expected non-interaction effect. (1) Drug 1: CC1=C2C(C(=O)C3(C(CC4C(C3C(C(C2(C)C)(CC1OC(=O)C(C(C5=CC=CC=C5)NC(=O)C6=CC=CC=C6)O)O)OC(=O)C7=CC=CC=C7)(CO4)OC(=O)C)O)C)OC(=O)C. Drug 2: CS(=O)(=O)OCCCCOS(=O)(=O)C. Cell line: M14. Synergy scores: CSS=28.0, Synergy_ZIP=-0.431, Synergy_Bliss=-0.758, Synergy_Loewe=-24.6, Synergy_HSA=-1.56. (2) Drug 1: CC1=CC2C(CCC3(C2CCC3(C(=O)C)OC(=O)C)C)C4(C1=CC(=O)CC4)C. Drug 2: B(C(CC(C)C)NC(=O)C(CC1=CC=CC=C1)NC(=O)C2=NC=CN=C2)(O)O. Cell line: SNB-19. Synergy scores: CSS=-0.687, Synergy_ZIP=4.69, Synergy_Bliss=4.66, Synergy_Loewe=-1.65, Synergy_HSA=-3.42. (3) Drug 1: CC12CCC3C(C1CCC2O)C(CC4=C3C=CC(=C4)O)CCCCCCCCCS(=O)CCCC(C(F)(F)F)(F)F. Drug 2: CCCCCOC(=O)NC1=NC(=O)N(C=C1F)C2C(C(C(O2)C)O)O. Cell line: TK-10. Synergy scores: CSS=1.48, Synergy_ZIP=3.19, Synergy_Bliss=4.20, Synergy_Loewe=-1.97, Synergy_HSA=-1.71. (4) Drug 1: CC1=C(C=C(C=C1)NC(=O)C2=CC=C(C=C2)CN3CCN(CC3)C)NC4=NC=CC(=N4)C5=CN=CC=C5. Drug 2: CC1=C(C=C(C=C1)C(=O)NC2=CC(=CC(=C2)C(F)(F)F)N3C=C(N=C3)C)NC4=NC=CC(=N4)C5=CN=CC=C5. Cell line: SK-OV-3. Synergy scores: CSS=-11.3, Synergy_ZIP=4.08, Synergy_Bliss=-2.23, Synergy_Loewe=-8.11, Synergy_HSA=-9.87. (5) Drug 1: CC1=C2C(C(=O)C3(C(CC4C(C3C(C(C2(C)C)(CC1OC(=O)C(C(C5=CC=CC=C5)NC(=O)OC(C)(C)C)O)O)OC(=O)C6=CC=CC=C6)(CO4)OC(=O)C)OC)C)OC. Drug 2: CCC1(CC2CC(C3=C(CCN(C2)C1)C4=CC=CC=C4N3)(C5=C(C=C6C(=C5)C78CCN9C7C(C=CC9)(C(C(C8N6C=O)(C(=O)OC)O)OC(=O)C)CC)OC)C(=O)OC)O.OS(=O)(=O)O. Cell line: HOP-62. Synergy scores: CSS=20.8, Synergy_ZIP=-4.60, Synergy_Bliss=-8.91, Synergy_Loewe=-17.4, Synergy_HSA=-8.48.